This data is from Forward reaction prediction with 1.9M reactions from USPTO patents (1976-2016). The task is: Predict the product of the given reaction. (1) Given the reactants [CH3:1][O:2][C:3]1[CH:10]=[CH:9][C:6]([CH2:7][Cl:8])=[CH:5][CH:4]=1.[F:11][C:12]1[N:17]=[CH:16][C:15]([CH:18]2[C:22]3[C:23]([CH3:35])=[C:24]([N:29]4[CH2:34][CH2:33][NH:32][CH2:31][CH2:30]4)[C:25]([CH3:28])=[C:26]([CH3:27])[C:21]=3[O:20][C:19]2([CH3:37])[CH3:36])=[CH:14][CH:13]=1.C(=O)([O-])[O-].[K+].[K+].O, predict the reaction product. The product is: [ClH:8].[ClH:8].[F:11][C:12]1[N:17]=[CH:16][C:15]([CH:18]2[C:22]3[C:23]([CH3:35])=[C:24]([N:29]4[CH2:30][CH2:31][N:32]([CH2:7][C:6]5[CH:9]=[CH:10][C:3]([O:2][CH3:1])=[CH:4][CH:5]=5)[CH2:33][CH2:34]4)[C:25]([CH3:28])=[C:26]([CH3:27])[C:21]=3[O:20][C:19]2([CH3:37])[CH3:36])=[CH:14][CH:13]=1. (2) The product is: [CH3:24][O:25][C:26](=[O:29])[CH2:27][O:23][C:5]1[CH:4]=[CH:3][C:2]([Cl:1])=[C:11]2[C:6]=1[C:7]([CH3:22])=[C:8]([CH2:13][C:14]1[CH:21]=[CH:20][C:17]([C:18]#[N:19])=[CH:16][CH:15]=1)[C:9]([OH:12])=[N:10]2. Given the reactants [Cl:1][C:2]1[CH:3]=[CH:4][C:5]([OH:23])=[C:6]2[C:11]=1[N:10]=[C:9]([OH:12])[C:8]([CH2:13][C:14]1[CH:21]=[CH:20][C:17]([C:18]#[N:19])=[CH:16][CH:15]=1)=[C:7]2[CH3:22].[CH3:24][O:25][C:26](=[O:29])[CH2:27]Br, predict the reaction product.